This data is from Full USPTO retrosynthesis dataset with 1.9M reactions from patents (1976-2016). The task is: Predict the reactants needed to synthesize the given product. Given the product [Cl:1][C:2]1[C:7]([C:8]#[N:9])=[CH:6][C:5]([F:10])=[C:4]([CH2:20][CH3:21])[N:3]=1, predict the reactants needed to synthesize it. The reactants are: [Cl:1][C:2]1[C:7]([C:8]#[N:9])=[CH:6][C:5]([F:10])=[C:4](Cl)[N:3]=1.P([O-])([O-])([O-])=O.[K+].[K+].[K+].[CH2:20]1COC[CH2:21]1.